Dataset: Catalyst prediction with 721,799 reactions and 888 catalyst types from USPTO. Task: Predict which catalyst facilitates the given reaction. Reactant: Cl[C:2]1[C:11]2=[N:12][N:13](CC3C=CC(OC)=CC=3)[CH:14]=[C:10]2[C:9]2[CH:8]=[CH:7][C:6]([O:24][CH3:25])=[CH:5][C:4]=2[N:3]=1.[CH3:26][O:27][C:28]1[CH:29]=[C:30]([CH:32]=[CH:33][C:34]=1[O:35][CH3:36])[NH2:31].Cl. Product: [CH3:26][O:27][C:28]1[CH:29]=[C:30]([NH:31][C:2]2[C:11]3=[N:12][NH:13][CH:14]=[C:10]3[C:9]3[CH:8]=[CH:7][C:6]([O:24][CH3:25])=[CH:5][C:4]=3[N:3]=2)[CH:32]=[CH:33][C:34]=1[O:35][CH3:36]. The catalyst class is: 71.